Dataset: Experimentally validated miRNA-target interactions with 360,000+ pairs, plus equal number of negative samples. Task: Binary Classification. Given a miRNA mature sequence and a target amino acid sequence, predict their likelihood of interaction. (1) The miRNA is hsa-miR-3649 with sequence AGGGACCUGAGUGUCUAAG. The protein sequence of the target gene is MVVSKMNKDAQMRAAINQKLIETGERERLKELLRAKLIECGWKDQLKAHCKEVIKEKGLEHVTVDDLVAEITPKGRALVPDSVKKELLQRIRTFLAQHASL. Result: 0 (no interaction). (2) The miRNA is rno-miR-378a-3p with sequence ACUGGACUUGGAGUCAGAAGG. The protein sequence of the target gene is MLKAVILIGGPQKGTRFRPLSFEVPKPLFPVAGVPMIQHHIEACAQVPGMQEILLIGFYQPDEALTQFLEAAQQEFNLPVRYLQEFTPLGTGGGLYHFRDQILAGAPEAFFVLNADVCSDFPLSAMLDAHRLQRHPFLLLGTTANRTQSLNYGCIVENPQTHEVLHYVEKPSTFISDIINCGIYLFSPEALKPLRDVFQRNQQDGQLEESPGSWPGAGTIRLEQDVFSALAGQGQIYVHLTDGIWSQIKSAGSALYASRLYLGRYQITHPERLARHTAGGPRIRGNVYIHPTAKVAPSAV.... Result: 1 (interaction). (3) The miRNA is cel-miR-1823-3p with sequence UACUGGAAGUGUUUAGGAGUAA. The protein sequence of the target gene is MVQWLAMLQLLWLQQLLLLGIHQGIAQDLTHIQEPSLEWRDKGIFIIQSESLKTCIQAGKSVLTLENCKQPNEHMLWKWVSDDHLFNVGGSGCLGLNISALEQPLKLYECDSTLISLRWHCDRKMIEGPLQYKVQVKSDNTVVARKQIHRWIAYTSSGGDICEHPSRDLYTLKGNAHGMPCVFPFQFKGHWHHDCIREGQKEHLLWCATTSRYEEDEKWGFCPDPTSMKVFCDATWQRNGSSRICYQFNLLSSLSWNQAHSSCLMQGGALLSIADEDEEDFIRKHLSKVVKEVWIGLNQL.... Result: 0 (no interaction). (4) The miRNA is hsa-miR-6865-3p with sequence ACACCCUCUUUCCCUACCGCC. The protein sequence of the target gene is MEALLEGIQNRGHGGGFLTSCEAELQELMKQIDIMVAHKKSEWEGRTHALETCLKIREQELKSLRSQLDVTHKEVGMLHQQVEEHEKIKQEMTMEYKQELKKLHEELCILKRSYEKLQKKQMREFRGNTKNHREDRSEIERLTAKIEEFRQKSLDWEKQRLIYQQQVSSLEAQRKALAEQSEIIQAQLVNRKQKLESVELSSQSEIQHLSSKLERANDTICANELEIERLTMRVNDLVGTSMTVLQEQQQKEEKLRESEKLLEALQEEKRELKAALQSQENLIHEARIQKEKLQEKVKAT.... Result: 0 (no interaction). (5) The miRNA is mmu-miR-429-3p with sequence UAAUACUGUCUGGUAAUGCCGU. The protein sequence of the target gene is MGPVMPASKKAESSGISVSSGLSQRYRGSGFSKALQEDDDLDFPLPDIRLEEGAMEDEELTNLNWLHESKNLLKSFGESVLRSVSPVQDLDDDTPPSPAHSDMPYDARQNPNCKPPYSFSCLIFMAIEDSPTKRLPVKDIYNWILEHFPYFANAPTGWKNSVRHNLSLNKCFKKVDKERSQSIGKGSLWCIDPEYRQNLIQALKKTPYHPPPTPQAYQSTSGPPIWPGSTFFKRNGALLQVSPGVIQNGARVLSRGLFPGVRPLPITPIGMTAAIRNSITSCRMRTESEPPCGSPVVSGD.... Result: 1 (interaction). (6) The miRNA is hsa-miR-4722-5p with sequence GGCAGGAGGGCUGUGCCAGGUUG. The protein sequence of the target gene is MASKRKSTTPCMVRTSQVVEQDVPEEVDRAKEKGIGTPQPDVAKDSWAAELENSSKENEVIEVKSMGESQSKKLQGGYECKYCPYSTQNLNEFTEHVDMQHPNVILNPLYVCAECNFTTKKYDSLSDHNSKFHPGEANFKLKLIKRNNQTVLEQSIETTNHVVSITTSGPGTGDSDSGISVSKTPIMKPGKPKADAKKVPKKPEEITPENHVEGTARLVTDTAEILSRLGGVELLQDTLGHVMPSVQLPPNINLVPKVPVPLNTTKYNSALDTNATMINSFNKFPYPTQAELSWLTAASK.... Result: 0 (no interaction). (7) The miRNA is rno-miR-433-3p with sequence AUCAUGAUGGGCUCCUCGGUGU. The protein sequence of the target gene is MLELLVASLSLALAFFALLDGWYLVRVPCAVLRARLLQPRVRDLLAEQRYAGRVLPSDLDLLLHMNNARYLREADVARAAHLTRCGVLGALRDLNAHTVLAASCARYRRSLRLFEPFEVHTRLQGWDDRAFYLEARFVSLRDGFVCALLRFRQHVLGTSPDRVVQHLCKRRVEPPELPEDLKHWISYNETSSQLLRAESGLSDRKDQ. Result: 0 (no interaction).